From a dataset of NCI-60 drug combinations with 297,098 pairs across 59 cell lines. Regression. Given two drug SMILES strings and cell line genomic features, predict the synergy score measuring deviation from expected non-interaction effect. (1) Drug 1: CCCCC(=O)OCC(=O)C1(CC(C2=C(C1)C(=C3C(=C2O)C(=O)C4=C(C3=O)C=CC=C4OC)O)OC5CC(C(C(O5)C)O)NC(=O)C(F)(F)F)O. Drug 2: CC1CCCC2(C(O2)CC(NC(=O)CC(C(C(=O)C(C1O)C)(C)C)O)C(=CC3=CSC(=N3)C)C)C. Cell line: SK-OV-3. Synergy scores: CSS=53.7, Synergy_ZIP=-1.70, Synergy_Bliss=-2.62, Synergy_Loewe=-9.77, Synergy_HSA=-2.60. (2) Drug 1: CC1OCC2C(O1)C(C(C(O2)OC3C4COC(=O)C4C(C5=CC6=C(C=C35)OCO6)C7=CC(=C(C(=C7)OC)O)OC)O)O. Drug 2: CCCS(=O)(=O)NC1=C(C(=C(C=C1)F)C(=O)C2=CNC3=C2C=C(C=N3)C4=CC=C(C=C4)Cl)F. Cell line: IGROV1. Synergy scores: CSS=23.1, Synergy_ZIP=-10.9, Synergy_Bliss=1.13, Synergy_Loewe=-6.27, Synergy_HSA=1.75.